This data is from Catalyst prediction with 721,799 reactions and 888 catalyst types from USPTO. The task is: Predict which catalyst facilitates the given reaction. The catalyst class is: 12. Product: [Br:7][C:8]1[CH:9]=[C:10]([C:21]2[CH:22]=[N:23][C:18]([O:17][CH3:16])=[CH:19][CH:20]=2)[C:11]([NH2:14])=[N:12][CH:13]=1. Reactant: C([O-])([O-])=O.[K+].[K+].[Br:7][C:8]1[CH:9]=[C:10](I)[C:11]([NH2:14])=[N:12][CH:13]=1.[CH3:16][O:17][C:18]1[N:23]=[CH:22][C:21](B(O)O)=[CH:20][CH:19]=1.